From a dataset of Reaction yield outcomes from USPTO patents with 853,638 reactions. Predict the reaction yield, written as a fraction of the theoretical maximum amount of product (1.0 means a 100% yield; for example, 0.34 means a 34% yield). (1) The reactants are [C:1]12([C:11]3[CH:16]=[C:15]([N+:17]([O-])=O)[C:14]([OH:20])=[C:13]([Br:21])[CH:12]=3)[CH2:10][CH:5]3[CH2:6][CH:7]([CH2:9][CH:3]([CH2:4]3)[CH2:2]1)[CH2:8]2. The catalyst is C(O)C. The product is [C:1]12([C:11]3[CH:12]=[C:13]([Br:21])[C:14]([OH:20])=[C:15]([NH2:17])[CH:16]=3)[CH2:2][CH:3]3[CH2:9][CH:7]([CH2:6][CH:5]([CH2:4]3)[CH2:10]1)[CH2:8]2. The yield is 0.820. (2) The reactants are C([Si]([O:8][CH2:9][CH2:10][O:11][CH2:12][C:13]1[CH:18]=[CH:17][C:16]([CH:19]([CH2:21][CH2:22][CH2:23][CH2:24][CH2:25][CH2:26][CH2:27][CH2:28][CH2:29][CH2:30][CH2:31][CH2:32][CH2:33][CH3:34])[CH3:20])=[CH:15][CH:14]=1)(C)C)(C)(C)C.[F-].C([N+](CCCC)(CCCC)CCCC)CCC. The catalyst is C1COCC1. The product is [CH3:20][CH:19]([C:16]1[CH:15]=[CH:14][C:13]([CH2:12][O:11][CH2:10][CH2:9][OH:8])=[CH:18][CH:17]=1)[CH2:21][CH2:22][CH2:23][CH2:24][CH2:25][CH2:26][CH2:27][CH2:28][CH2:29][CH2:30][CH2:31][CH2:32][CH2:33][CH3:34]. The yield is 0.880. (3) The reactants are [C:1]([O:5][C:6](=[O:18])[CH2:7][C@H:8]([CH2:12][C@H:13]([CH3:17])[CH2:14][CH2:15][CH3:16])[C:9](O)=[O:10])([CH3:4])([CH3:3])[CH3:2]. The catalyst is C1COCC1.[Cl-].[Na+].O. The product is [C:1]([O:5][C:6](=[O:18])[CH2:7][C@@H:8]([CH2:9][OH:10])[CH2:12][C@H:13]([CH3:17])[CH2:14][CH2:15][CH3:16])([CH3:2])([CH3:4])[CH3:3]. The yield is 0.590. (4) The reactants are [Br:1][C:2]1[C:7]([F:8])=[CH:6][CH:5]=[C:4]([NH2:9])[C:3]=1[NH:10][C:11]1[CH:16]=[CH:15][CH:14]=[CH:13][CH:12]=1.C(OC([NH:24][C@@H:25]([CH3:29])[C:26](O)=O)=O)(C)(C)C.C1C=NC2N(O)N=NC=2C=1.CN1CCOCC1.Cl.CN(C)CCCN=C=NCC. The catalyst is C(Cl)Cl.O. The product is [Br:1][C:2]1[C:3]2[N:10]([C:11]3[CH:16]=[CH:15][CH:14]=[CH:13][CH:12]=3)[C:26]([C@@H:25]([NH2:24])[CH3:29])=[N:9][C:4]=2[CH:5]=[CH:6][C:7]=1[F:8]. The yield is 0.170. (5) The reactants are [CH2:1]([N:8]1[CH2:13][CH2:12][C:11](=[O:14])[CH2:10][CH2:9]1)[C:2]1[CH:7]=[CH:6][CH:5]=[CH:4][CH:3]=1.[CH3:15][Li]. The catalyst is C(OCC)C. The product is [CH2:1]([N:8]1[CH2:13][CH2:12][C:11]([CH3:15])([OH:14])[CH2:10][CH2:9]1)[C:2]1[CH:3]=[CH:4][CH:5]=[CH:6][CH:7]=1. The yield is 0.830. (6) The reactants are Br[C:2]1[CH:24]=[C:23]([F:25])[CH:22]=[CH:21][C:3]=1[O:4][CH2:5][C:6]([N:8]([CH:18]([CH3:20])[CH3:19])[NH:9][C:10](=[O:17])[C:11]1[CH:16]=[CH:15][CH:14]=[CH:13][CH:12]=1)=[O:7].C([O-])([O-])=O.[Na+].[Na+].[CH3:32][O:33][C:34]1[CH:39]=[CH:38][CH:37]=[CH:36][C:35]=1B(O)O. The catalyst is COCCOC. The product is [F:25][C:23]1[CH:22]=[CH:21][C:3]([O:4][CH2:5][C:6]([N:8]([CH:18]([CH3:20])[CH3:19])[NH:9][C:10](=[O:17])[C:11]2[CH:16]=[CH:15][CH:14]=[CH:13][CH:12]=2)=[O:7])=[C:2]([C:35]2[CH:36]=[CH:37][CH:38]=[CH:39][C:34]=2[O:33][CH3:32])[CH:24]=1. The yield is 0.730. (7) The reactants are [CH3:1][C:2]1[N:3]=[C:4]([NH:11][C:12](=[O:20])OC2C=CC=CC=2)[C:5]([O:9][CH3:10])=[N:6][C:7]=1[CH3:8].[CH2:21]([C:23]1[CH:28]=[CH:27][CH:26]=[CH:25][C:24]=1[N:29]1[CH2:34][CH2:33][NH:32][CH2:31][CH2:30]1)[CH3:22]. No catalyst specified. The product is [CH3:1][C:2]1[N:3]=[C:4]([NH:11][C:12]([N:32]2[CH2:33][CH2:34][N:29]([C:24]3[CH:25]=[CH:26][CH:27]=[CH:28][C:23]=3[CH2:21][CH3:22])[CH2:30][CH2:31]2)=[O:20])[C:5]([O:9][CH3:10])=[N:6][C:7]=1[CH3:8]. The yield is 0.704. (8) The reactants are [CH:1]1[C:10]2[CH2:9][CH2:8][CH2:7][CH2:6][C:5]=2[CH:4]=[CH:3][N+:2]=1[O-].CC(OC(C)=O)=[O:14]. No catalyst specified. The product is [CH:1]1[C:10]2[CH2:9][CH2:8][CH2:7][CH:6]([OH:14])[C:5]=2[CH:4]=[CH:3][N:2]=1. The yield is 0.340. (9) The reactants are [OH:1][C:2]1[CH:3]=[C:4]([NH:17]C(=O)C)[CH:5]=[CH:6][C:7]=1[C:8]([CH3:16])([CH3:15])[CH2:9][O:10][CH2:11][CH2:12][O:13][CH3:14].Cl.C([O-])([O-])=O.[Na+].[Na+]. No catalyst specified. The product is [CH3:14][O:13][CH2:12][CH2:11][O:10][CH2:9][C:8]([C:7]1[CH:6]=[CH:5][C:4]([NH2:17])=[CH:3][C:2]=1[OH:1])([CH3:16])[CH3:15]. The yield is 0.0600. (10) The reactants are [F:1][C:2]([F:19])([C:6]1[CH:11]=[CH:10][C:9]([C:12]2[CH:17]=[CH:16][C:15]([F:18])=[CH:14][CH:13]=2)=[CH:8][CH:7]=1)[C:3]([OH:5])=O.P(Cl)(Cl)(Cl)=O.Cl.[NH2:26][CH2:27][C:28]1[CH:29]=[C:30]2[C:34](=[CH:35][CH:36]=1)[C:33](=[O:37])[N:32]([CH:38]1[CH2:43][CH2:42][C:41](=[O:44])[NH:40][C:39]1=[O:45])[CH2:31]2.C(=O)(O)[O-].[Na+]. The catalyst is N1C=CC=CC=1. The product is [O:45]=[C:39]1[CH:38]([N:32]2[CH2:31][C:30]3[C:34](=[CH:35][CH:36]=[C:28]([CH2:27][NH:26][C:3](=[O:5])[C:2]([F:1])([F:19])[C:6]4[CH:11]=[CH:10][C:9]([C:12]5[CH:17]=[CH:16][C:15]([F:18])=[CH:14][CH:13]=5)=[CH:8][CH:7]=4)[CH:29]=3)[C:33]2=[O:37])[CH2:43][CH2:42][C:41](=[O:44])[NH:40]1. The yield is 0.110.